Task: Predict the reaction yield, written as a fraction of the theoretical maximum amount of product (1.0 means a 100% yield; for example, 0.34 means a 34% yield).. Dataset: Reaction yield outcomes from USPTO patents with 853,638 reactions (1) The reactants are [BH4-].[Na+].[F:3][C:4]1[CH:13]=[CH:12][CH:11]=[C:10]2[C:5]=1[CH:6]=[CH:7][C:8]([O:16][CH3:17])=[C:9]2[CH:14]=[O:15]. The catalyst is CCO.Cl. The product is [F:3][C:4]1[CH:13]=[CH:12][CH:11]=[C:10]2[C:5]=1[CH:6]=[CH:7][C:8]([O:16][CH3:17])=[C:9]2[CH2:14][OH:15]. The yield is 0.869. (2) The reactants are [F:1][C:2]1[CH:7]=[CH:6][CH:5]=[CH:4][C:3]=1[C:8]1[CH:20]=[CH:19][C:18]([C:21](O)=[O:22])=[C:17]2[C:9]=1[C:10]1[CH2:11][CH:12]([OH:24])[CH2:13][CH2:14][C:15]=1[NH:16]2.[Cl-].[NH4+].C1C=[N:31]C2N(O)N=NC=2C=1.C(Cl)CCl.CCN(C(C)C)C(C)C. The catalyst is CN(C=O)C.C(Cl)Cl. The product is [F:1][C:2]1[CH:7]=[CH:6][CH:5]=[CH:4][C:3]=1[C:8]1[CH:20]=[CH:19][C:18]([C:21]([NH2:31])=[O:22])=[C:17]2[C:9]=1[C:10]1[CH2:11][CH:12]([OH:24])[CH2:13][CH2:14][C:15]=1[NH:16]2. The yield is 0.650.